From a dataset of Catalyst prediction with 721,799 reactions and 888 catalyst types from USPTO. Predict which catalyst facilitates the given reaction. (1) Reactant: [NH2:1][C:2]1[C:7]2[C:8](=[O:12])[N:9]([CH3:11])[CH2:10][C:6]=2[CH:5]=[CH:4][N:3]=1.ClC1C=CC=C(C(OO)=[O:21])C=1. Product: [NH2:1][C:2]1[C:7]2[C:8](=[O:12])[N:9]([CH3:11])[CH2:10][C:6]=2[CH:5]=[CH:4][N+:3]=1[O-:21]. The catalyst class is: 21. (2) Reactant: [NH:1]1[C:9]2[C:4](=[N:5][CH:6]=[CH:7][CH:8]=2)[C:3]([CH:10]=O)=[CH:2]1.[C:12]([O:18][CH2:19]C(C)(C)C)(=[O:17])[CH2:13][C:14]([O-:16])=[O:15].N1[CH2:29][CH2:28][CH2:27]CC1.[C:30](O)(=O)C. Product: [CH3:19][O:18][C:12](=[O:17])[C:13](=[CH:10][C:3]1[C:4]2=[N:5][CH:6]=[CH:7][CH:8]=[C:9]2[NH:1][CH:2]=1)[C:14]([O:16][C:28]([CH3:27])([CH3:29])[CH3:30])=[O:15]. The catalyst class is: 10. (3) Reactant: [Cl:1][C:2]1[CH:3]=[CH:4][C:5]([O:22][C:23]2[CH:28]=[C:27]([F:29])[C:26]([S:30](=[O:49])(=[O:48])[N:31]([CH2:37][C:38]3[CH:43]=[CH:42][C:41]([O:44][CH3:45])=[CH:40][C:39]=3[O:46][CH3:47])[C:32]3[S:33][CH:34]=[CH:35][N:36]=3)=[CH:25][C:24]=2[Cl:50])=[C:6]([CH2:8][CH2:9][CH2:10][N:11]([C:17]([O:19][CH2:20][CH3:21])=[O:18])[CH2:12][C:13]([O:15]C)=[O:14])[CH:7]=1.O.[OH-].[Li+].O.Cl. Product: [Cl:1][C:2]1[CH:3]=[CH:4][C:5]([O:22][C:23]2[CH:28]=[C:27]([F:29])[C:26]([S:30](=[O:48])(=[O:49])[N:31]([CH2:37][C:38]3[CH:43]=[CH:42][C:41]([O:44][CH3:45])=[CH:40][C:39]=3[O:46][CH3:47])[C:32]3[S:33][CH:34]=[CH:35][N:36]=3)=[CH:25][C:24]=2[Cl:50])=[C:6]([CH2:8][CH2:9][CH2:10][N:11]([C:17]([O:19][CH2:20][CH3:21])=[O:18])[CH2:12][C:13]([OH:15])=[O:14])[CH:7]=1. The catalyst class is: 1. (4) Reactant: [Br:1][C:2]1[CH:3]=[CH:4][C:5](F)=[C:6]([CH:9]=1)[CH:7]=[O:8].C([O-])([O-])=O.[K+].[K+].[Cl:17][C:18]1[CH:19]=[C:20]([OH:25])[CH:21]=[CH:22][C:23]=1[Cl:24].O. Product: [Br:1][C:2]1[CH:3]=[CH:4][C:5]([O:25][C:20]2[CH:21]=[CH:22][C:23]([Cl:24])=[C:18]([Cl:17])[CH:19]=2)=[C:6]([CH:9]=1)[CH:7]=[O:8]. The catalyst class is: 3. (5) Reactant: [N:1]([CH2:4][CH2:5][O:6][CH2:7][CH2:8][O:9][CH2:10][CH2:11][N:12]1[C:16](=[O:17])/[C:15](=[CH:18]/[C:19]2[CH:37]=[CH:36][C:22]([O:23][C:24]3[CH:31]=[CH:30][C:27]([C:28]#[N:29])=[CH:26][C:25]=3[C:32]([F:35])([F:34])[F:33])=[C:21]([O:38][CH3:39])[CH:20]=2)/[S:14][C:13]1=[O:40])=[N+]=[N-].C1(P(C2C=CC=CC=2)C2C=CC=CC=2)C=CC=CC=1. Product: [NH2:1][CH2:4][CH2:5][O:6][CH2:7][CH2:8][O:9][CH2:10][CH2:11][N:12]1[C:16](=[O:17])/[C:15](=[CH:18]/[C:19]2[CH:37]=[CH:36][C:22]([O:23][C:24]3[CH:31]=[CH:30][C:27]([C:28]#[N:29])=[CH:26][C:25]=3[C:32]([F:33])([F:35])[F:34])=[C:21]([O:38][CH3:39])[CH:20]=2)/[S:14][C:13]1=[O:40]. The catalyst class is: 132. (6) Reactant: Cl[CH2:2][CH2:3][CH2:4][O:5][C:6]1[CH:7]=[C:8]([C:12]2[S:20][C:19]3[C:14](=[N:15][CH:16]=[CH:17][C:18]=3[O:21][C:22]3[CH:27]=[CH:26][C:25]([NH:28][C:29](=[O:42])[CH2:30][C:31]([NH:33][C:34]4[CH:39]=[CH:38][CH:37]=[CH:36][C:35]=4[O:40][CH3:41])=[O:32])=[CH:24][C:23]=3[F:43])[CH:13]=2)[CH:9]=[CH:10][CH:11]=1.[N-:44]=[N+]=[N-].[Na+]. Product: [NH2:44][CH2:2][CH2:3][CH2:4][O:5][C:6]1[CH:7]=[C:8]([C:12]2[S:20][C:19]3[C:14](=[N:15][CH:16]=[CH:17][C:18]=3[O:21][C:22]3[CH:27]=[CH:26][C:25]([NH:28][C:29](=[O:42])[CH2:30][C:31]([NH:33][C:34]4[CH:39]=[CH:38][CH:37]=[CH:36][C:35]=4[O:40][CH3:41])=[O:32])=[CH:24][C:23]=3[F:43])[CH:13]=2)[CH:9]=[CH:10][CH:11]=1. The catalyst class is: 3. (7) Reactant: [C:1]([O:5][C:6](=[O:29])[CH:7]([NH:17][C:18](=[O:28])[C:19]1[C:24]([CH3:25])=[CH:23][C:22]([CH3:26])=[CH:21][C:20]=1[CH3:27])[CH2:8][C:9]1[CH:14]=[CH:13][C:12]([C:15]#[CH:16])=[CH:11][CH:10]=1)([CH3:4])([CH3:3])[CH3:2].[CH3:30][CH2:31][O:32][C:33](/[C:35](/Cl)=[N:36]\[OH:37])=[O:34].CCN(CC)CC.C(OCC)(=O)C. The catalyst class is: 2. Product: [CH2:31]([O:32][C:33]([C:35]1[CH:16]=[C:15]([C:12]2[CH:11]=[CH:10][C:9]([CH2:8][CH:7]([C:6]([O:5][C:1]([CH3:3])([CH3:2])[CH3:4])=[O:29])[NH:17][C:18](=[O:28])[C:19]3[C:20]([CH3:27])=[CH:21][C:22]([CH3:26])=[CH:23][C:24]=3[CH3:25])=[CH:14][CH:13]=2)[O:37][N:36]=1)=[O:34])[CH3:30]. (8) Reactant: [OH:1][CH2:2][CH:3]1[CH2:7][CH2:6][CH2:5][N:4]1[C:8]1[N:13]=[C:12]([NH:14][C:15]2[C:16]3[N:17]([CH:31]=[CH:32][N:33]=3)[N:18]=[C:19]([C:21]3[CH:22]=[C:23]([CH:28]=[CH:29][CH:30]=3)[C:24]([O:26]C)=[O:25])[CH:20]=2)[CH:11]=[CH:10][CH:9]=1.[OH-].[Na+]. Product: [OH:1][CH2:2][CH:3]1[CH2:7][CH2:6][CH2:5][N:4]1[C:8]1[N:13]=[C:12]([NH:14][C:15]2[C:16]3[N:17]([CH:31]=[CH:32][N:33]=3)[N:18]=[C:19]([C:21]3[CH:22]=[C:23]([CH:28]=[CH:29][CH:30]=3)[C:24]([OH:26])=[O:25])[CH:20]=2)[CH:11]=[CH:10][CH:9]=1. The catalyst class is: 38. (9) Reactant: [CH2:1]([NH:8][C@H:9]([C@@H:13]1[CH2:17][S:16][C:15](=[O:18])[N:14]1[CH2:19][C:20]1[CH:25]=[CH:24][CH:23]=[CH:22][CH:21]=1)[C:10](=[O:12])N)[C:2]1[CH:7]=[CH:6][CH:5]=[CH:4][CH:3]=1.Cl.[OH2:27]. Product: [CH2:19]([N:14]1[C@@H:13]([CH2:17][SH:16])[C@H:9]([C:10]([OH:12])=[O:27])[N:8]([CH2:1][C:2]2[CH:3]=[CH:4][CH:5]=[CH:6][CH:7]=2)[C:15]1=[O:18])[C:20]1[CH:21]=[CH:22][CH:23]=[CH:24][CH:25]=1. The catalyst class is: 9. (10) Reactant: [C:1]([O:5][C:6]([N:8]1[CH2:12][C@@H:11]([CH2:13]OS(C)(=O)=O)[C@H:10]([CH2:19][N:20]([C:24](=[O:39])[C:25]2[CH:30]=[CH:29][C:28]([CH2:31][CH3:32])=[C:27]([O:33][CH2:34][CH2:35][CH2:36][O:37][CH3:38])[CH:26]=2)[CH:21]([CH3:23])[CH3:22])[CH2:9]1)=[O:7])([CH3:4])([CH3:3])[CH3:2].[N-:40]=[N+:41]=[N-:42].[Na+]. Product: [C:1]([O:5][C:6]([N:8]1[CH2:9][C@@H:10]([CH2:19][N:20]([C:24](=[O:39])[C:25]2[CH:30]=[CH:29][C:28]([CH2:31][CH3:32])=[C:27]([O:33][CH2:34][CH2:35][CH2:36][O:37][CH3:38])[CH:26]=2)[CH:21]([CH3:22])[CH3:23])[C@H:11]([CH2:13][N:40]=[N+:41]=[N-:42])[CH2:12]1)=[O:7])([CH3:2])([CH3:3])[CH3:4]. The catalyst class is: 3.